Dataset: NCI-60 drug combinations with 297,098 pairs across 59 cell lines. Task: Regression. Given two drug SMILES strings and cell line genomic features, predict the synergy score measuring deviation from expected non-interaction effect. (1) Drug 1: CN(C)N=NC1=C(NC=N1)C(=O)N. Drug 2: C1C(C(OC1N2C=NC3=C2NC=NCC3O)CO)O. Cell line: HCC-2998. Synergy scores: CSS=0.348, Synergy_ZIP=-0.107, Synergy_Bliss=-0.339, Synergy_Loewe=-1.16, Synergy_HSA=-1.65. (2) Drug 1: C1CCN(CC1)CCOC2=CC=C(C=C2)C(=O)C3=C(SC4=C3C=CC(=C4)O)C5=CC=C(C=C5)O. Drug 2: C1C(C(OC1N2C=C(C(=O)NC2=O)F)CO)O. Cell line: NCI-H522. Synergy scores: CSS=39.6, Synergy_ZIP=-3.10, Synergy_Bliss=-1.41, Synergy_Loewe=-24.8, Synergy_HSA=-2.12. (3) Drug 1: COC1=C(C=C2C(=C1)N=CN=C2NC3=CC(=C(C=C3)F)Cl)OCCCN4CCOCC4. Drug 2: C1=CC(=CC=C1CCC2=CNC3=C2C(=O)NC(=N3)N)C(=O)NC(CCC(=O)O)C(=O)O. Cell line: HCT116. Synergy scores: CSS=34.8, Synergy_ZIP=0.383, Synergy_Bliss=-1.19, Synergy_Loewe=-9.16, Synergy_HSA=0.989. (4) Drug 1: CC1C(C(CC(O1)OC2CC(CC3=C2C(=C4C(=C3O)C(=O)C5=C(C4=O)C(=CC=C5)OC)O)(C(=O)C)O)N)O.Cl. Drug 2: C1CCC(CC1)NC(=O)N(CCCl)N=O. Cell line: SF-295. Synergy scores: CSS=52.8, Synergy_ZIP=5.03, Synergy_Bliss=2.99, Synergy_Loewe=7.43, Synergy_HSA=7.08. (5) Drug 1: C1CN1P(=S)(N2CC2)N3CC3. Drug 2: CCCCCOC(=O)NC1=NC(=O)N(C=C1F)C2C(C(C(O2)C)O)O. Cell line: A498. Synergy scores: CSS=16.1, Synergy_ZIP=-3.71, Synergy_Bliss=0.581, Synergy_Loewe=0.682, Synergy_HSA=0.864. (6) Drug 1: C1=CN(C(=O)N=C1N)C2C(C(C(O2)CO)O)O.Cl. Drug 2: CS(=O)(=O)OCCCCOS(=O)(=O)C. Cell line: MDA-MB-435. Synergy scores: CSS=26.9, Synergy_ZIP=-5.49, Synergy_Bliss=-0.229, Synergy_Loewe=-31.6, Synergy_HSA=-1.26. (7) Drug 1: CN1CCC(CC1)COC2=C(C=C3C(=C2)N=CN=C3NC4=C(C=C(C=C4)Br)F)OC. Drug 2: CS(=O)(=O)OCCCCOS(=O)(=O)C. Cell line: A498. Synergy scores: CSS=11.7, Synergy_ZIP=-5.82, Synergy_Bliss=-2.86, Synergy_Loewe=-7.66, Synergy_HSA=-2.15.